This data is from Reaction yield outcomes from USPTO patents with 853,638 reactions. The task is: Predict the reaction yield, written as a fraction of the theoretical maximum amount of product (1.0 means a 100% yield; for example, 0.34 means a 34% yield). (1) The reactants are FC(F)(F)C(O)=O.C(OC(O[NH:16][S:17]([NH:20][C:21]1[CH:22]=[C:23]([CH:45]=[CH:46][CH:47]=1)[CH2:24][C:25]1[C:26](=[O:44])[O:27][C:28]2[CH:36]=[C:35]([O:37][C:38](=[O:42])[N:39]([CH3:41])[CH3:40])[C:34]([Cl:43])=[CH:33][C:29]=2[C:30]=1[CH2:31][F:32])(=[O:19])=[O:18])=O)(C)(C)C.C(=O)([O-])O.[Na+]. No catalyst specified. The product is [NH2:16][S:17]([NH:20][C:21]1[CH:22]=[C:23]([CH:45]=[CH:46][CH:47]=1)[CH2:24][C:25]1[C:26](=[O:44])[O:27][C:28]2[CH:36]=[C:35]([O:37][C:38](=[O:42])[N:39]([CH3:40])[CH3:41])[C:34]([Cl:43])=[CH:33][C:29]=2[C:30]=1[CH2:31][F:32])(=[O:18])=[O:19]. The yield is 1.00. (2) The reactants are C([CH:3]([CH:10]=O)[CH2:4][C:5]([O:7][CH2:8][CH3:9])=[O:6])=O.C(N(CC)CC)C.Cl.[C:20]([NH:24][NH2:25])([CH3:23])([CH3:22])[CH3:21]. The catalyst is CCO. The product is [C:20]([N:24]1[CH:10]=[CH:3][C:4]([C:5]([O:7][CH2:8][CH3:9])=[O:6])=[N:25]1)([CH3:23])([CH3:22])[CH3:21]. The yield is 0.760. (3) The reactants are [C:1]([O:5][C:6]([N:8]1[C@@H:12]([CH3:13])[CH2:11][CH2:10][C@H:9]1[C:14](O)=[O:15])=[O:7])([CH3:4])([CH3:3])[CH3:2].B.CSC.CO. The catalyst is O1CCCC1. The product is [OH:15][CH2:14][C@@H:9]1[CH2:10][CH2:11][C@H:12]([CH3:13])[N:8]1[C:6]([O:5][C:1]([CH3:2])([CH3:4])[CH3:3])=[O:7]. The yield is 0.930. (4) The reactants are [NH2:1][C:2]1[CH:6]=[CH:5][N:4]([CH2:7][CH2:8][CH2:9][OH:10])[N:3]=1.N1C(C)=CC=CC=1C.[Cl:19][C:20]1[CH:21]=[C:22]([C@@H:30]([CH2:34][C@H:35]2[CH2:39][CH2:38][C:37](=[O:40])[CH2:36]2)[C:31](Cl)=[O:32])[CH:23]=[CH:24][C:25]=1[S:26]([CH3:29])(=[O:28])=[O:27]. The catalyst is C(Cl)Cl. The product is [Cl:19][C:20]1[CH:21]=[C:22]([C@@H:30]([CH2:34][C@H:35]2[CH2:39][CH2:38][C:37](=[O:40])[CH2:36]2)[C:31]([NH:1][C:2]2[CH:6]=[CH:5][N:4]([CH2:7][CH2:8][CH2:9][OH:10])[N:3]=2)=[O:32])[CH:23]=[CH:24][C:25]=1[S:26]([CH3:29])(=[O:28])=[O:27]. The yield is 0.880.